From a dataset of Reaction yield outcomes from USPTO patents with 853,638 reactions. Predict the reaction yield, written as a fraction of the theoretical maximum amount of product (1.0 means a 100% yield; for example, 0.34 means a 34% yield). (1) The reactants are [CH3:1][O:2][C:3]1[CH:4]=[C:5]([CH2:20][C:21]([O:23]C2C(F)=C(F)C(F)=C(F)C=2F)=O)[CH:6]=[CH:7][C:8]=1[NH:9][C:10]([NH:12][C:13]1[CH:18]=[CH:17][CH:16]=[CH:15][C:14]=1[CH3:19])=[O:11].[CH3:35][O:36][C:37]1[CH:38]=[C:39]([CH:45]=[CH:46][C:47]=1[O:48][CH2:49][C@H:50]([NH2:52])[CH3:51])[C:40]([O:42][CH2:43][CH3:44])=[O:41].CCN(CC)CC. The catalyst is CN(C=O)C.CCOC(C)=O. The product is [CH3:35][O:36][C:37]1[CH:38]=[C:39]([CH:45]=[CH:46][C:47]=1[O:48][CH2:49][C@H:50]([NH:52][C:21](=[O:23])[CH2:20][C:5]1[CH:6]=[CH:7][C:8]([NH:9][C:10]([NH:12][C:13]2[CH:18]=[CH:17][CH:16]=[CH:15][C:14]=2[CH3:19])=[O:11])=[C:3]([O:2][CH3:1])[CH:4]=1)[CH3:51])[C:40]([O:42][CH2:43][CH3:44])=[O:41]. The yield is 0.690. (2) The reactants are [C:1]([O:4][C:5](=[O:7])[CH3:6])(=O)[CH3:2].N1C=CC=CC=1.OCC1[CH:21]=[CH:20][C:19]([SiH:22]([CH:26]([CH3:28])[CH3:27])[CH:23]([CH3:25])[CH3:24])=[CH:18][CH:17]=1.CO. The catalyst is C(OCC)(=O)C. The product is [C:5]([O:4][CH2:1][C:2]1[CH:17]=[CH:18][C:19]([SiH:22]([CH:23]([CH3:25])[CH3:24])[CH:26]([CH3:27])[CH3:28])=[CH:20][CH:21]=1)(=[O:7])[CH3:6]. The yield is 0.930. (3) The reactants are [CH3:1][C:2]1[CH:3]=[CH:4][C:5]([C:8]2[CH:13]=[CH:12][NH:11][C:10](=[O:14])[CH:9]=2)=[N:6][CH:7]=1.Br[C:16]1[CH:24]=[C:23]2[C:19]([C:20]3[CH2:29][CH2:28][N:27]([C:30]([O:32][C:33]([CH3:36])([CH3:35])[CH3:34])=[O:31])[CH2:26][C:21]=3[N:22]2[CH3:25])=[CH:18][CH:17]=1. No catalyst specified. The product is [CH3:25][N:22]1[C:23]2[C:19](=[CH:18][CH:17]=[C:16]([N:11]3[CH:12]=[CH:13][C:8]([C:5]4[CH:4]=[CH:3][C:2]([CH3:1])=[CH:7][N:6]=4)=[CH:9][C:10]3=[O:14])[CH:24]=2)[C:20]2[CH2:29][CH2:28][N:27]([C:30]([O:32][C:33]([CH3:36])([CH3:35])[CH3:34])=[O:31])[CH2:26][C:21]1=2. The yield is 0.360. (4) The reactants are [CH3:1][C:2](=[O:7])[CH2:3][C:4](=[O:6])[CH3:5].[OH:8][C:9]1[CH:10]=[C:11]([CH:14]=[CH:15][C:16]=1[O:17][CH3:18])[CH:12]=O.B([O:30][CH2:31][CH2:32][CH2:33][CH3:34])([O:30][CH2:31][CH2:32][CH2:33][CH3:34])[O:30][CH2:31][CH2:32][CH2:33][CH3:34].[CH2:35](N)[CH2:36][CH2:37]C.Cl.[C:41](OCC)(=[O:43])C. No catalyst specified. The product is [OH:8][C:9]1[CH:10]=[C:11]([CH:12]=[CH:1][C:2](=[O:7])[CH2:3][C:4](=[O:6])[CH:5]=[CH:35][C:36]2[CH:34]=[CH:33][C:32]([O:43][CH3:41])=[C:31]([OH:30])[CH:37]=2)[CH:14]=[CH:15][C:16]=1[O:17][CH3:18]. The yield is 0.710. (5) The yield is 0.540. The reactants are [Br:1][C:2]1[CH:11]=[CH:10][C:5]([C:6]([O:8]C)=O)=[C:4]([CH3:12])[CH:3]=1.BrN1C(=O)CCC1=O.[CH2:21]([CH2:23][NH2:24])[OH:22]. No catalyst specified. The product is [Br:1][C:2]1[CH:3]=[C:4]2[C:5](=[CH:10][CH:11]=1)[C:6](=[O:8])[N:24]([CH2:23][CH2:21][OH:22])[CH2:12]2. (6) The reactants are [Si:1]([O:8][CH2:9][C:10]1[CH:11]=[C:12]([CH:15]=[CH:16][CH:17]=1)[C:13]#[N:14])([C:4]([CH3:7])([CH3:6])[CH3:5])([CH3:3])[CH3:2].[H-].[H-].[H-].[H-].[Li+].[Al+3]. The catalyst is C1COCC1. The product is [Si:1]([O:8][CH2:9][C:10]1[CH:11]=[C:12]([CH:15]=[CH:16][CH:17]=1)[CH2:13][NH2:14])([C:4]([CH3:7])([CH3:6])[CH3:5])([CH3:3])[CH3:2]. The yield is 0.300. (7) The reactants are [CH3:1][P:2](=[O:7])([O:5][CH3:6])[O:3][CH3:4].C([Li])CCC.[C:13]1([C@H:19]([CH3:25])[C:20](OCC)=[O:21])[CH:18]=[CH:17][CH:16]=[CH:15][CH:14]=1.OS([O-])(=O)=O.[K+]. The catalyst is C1COCC1. The product is [O:21]=[C:20]([C@H:19]([C:13]1[CH:18]=[CH:17][CH:16]=[CH:15][CH:14]=1)[CH3:25])[CH2:1][P:2](=[O:7])([O:5][CH3:6])[O:3][CH3:4]. The yield is 0.720.